Dataset: Full USPTO retrosynthesis dataset with 1.9M reactions from patents (1976-2016). Task: Predict the reactants needed to synthesize the given product. (1) Given the product [CH2:1]([O:8][C:9]1[C:14](=[O:15])[CH:13]=[C:12]([CH2:16][P:22]([O:25][CH3:26])([O:23][CH3:24])=[O:27])[O:11][C:10]=1[C:18]([O:20][CH3:21])=[O:19])[C:2]1[CH:7]=[CH:6][CH:5]=[CH:4][CH:3]=1, predict the reactants needed to synthesize it. The reactants are: [CH2:1]([O:8][C:9]1[C:14](=[O:15])[CH:13]=[C:12]([CH2:16]Br)[O:11][C:10]=1[C:18]([O:20][CH3:21])=[O:19])[C:2]1[CH:7]=[CH:6][CH:5]=[CH:4][CH:3]=1.[P:22]([O:27]C)([O:25][CH3:26])[O:23][CH3:24]. (2) Given the product [CH2:1]([O:3][C:4](=[O:27])[CH2:5][CH2:6][C:7]1[CH:12]=[CH:11][C:10]([C:13]2[CH:14]=[CH:15][C:16]([O:19][CH2:20][CH2:21][CH2:22][CH2:23][CH2:24][CH2:25][CH3:26])=[CH:17][CH:18]=2)=[CH:9][CH:8]=1)[CH3:2], predict the reactants needed to synthesize it. The reactants are: [CH2:1]([O:3][C:4](=[O:27])[CH:5]=[CH:6][C:7]1[CH:12]=[CH:11][C:10]([C:13]2[CH:18]=[CH:17][C:16]([O:19][CH2:20][CH2:21][CH2:22][CH2:23][CH2:24][CH2:25][CH3:26])=[CH:15][CH:14]=2)=[CH:9][CH:8]=1)[CH3:2]. (3) Given the product [Cl:34][C:35]1[CH:40]=[C:39]([B:41]2[O:45][C:44]([CH3:46])([CH3:47])[C:43]([CH3:49])([CH3:48])[O:42]2)[CH:38]=[CH:37][C:36]=1[O:50][CH:52]1[CH2:57][CH2:56][N:55]([C:58]([O:60][C:61]([CH3:64])([CH3:63])[CH3:62])=[O:59])[CH2:54][CH2:53]1, predict the reactants needed to synthesize it. The reactants are: CC(OC(/N=N/C(OC(C)C)=O)=O)C.C1C=CC(P(C2C=CC=CC=2)C2C=CC=CC=2)=CC=1.[Cl:34][C:35]1[CH:40]=[C:39]([B:41]2[O:45][C:44]([CH3:47])([CH3:46])[C:43]([CH3:49])([CH3:48])[O:42]2)[CH:38]=[CH:37][C:36]=1[OH:50].O[CH:52]1[CH2:57][CH2:56][N:55]([C:58]([O:60][C:61]([CH3:64])([CH3:63])[CH3:62])=[O:59])[CH2:54][CH2:53]1. (4) Given the product [CH:1]12[CH2:7][CH:4]([CH2:5][CH2:6]1)[CH2:3][CH:2]2[C:8]1[NH:12][C:11]2[C:13]([O:20][CH3:21])=[CH:14][CH:15]=[C:16]([C:17]([NH:22][CH:23]3[CH2:28][CH2:27][CH2:26][N:25]([C:29]([O:31][C:32]([CH3:35])([CH3:34])[CH3:33])=[O:30])[CH2:24]3)=[O:19])[C:10]=2[N:9]=1, predict the reactants needed to synthesize it. The reactants are: [CH:1]12[CH2:7][CH:4]([CH2:5][CH2:6]1)[CH2:3][CH:2]2[C:8]1[NH:12][C:11]2[C:13]([O:20][CH3:21])=[CH:14][CH:15]=[C:16]([C:17]([OH:19])=O)[C:10]=2[N:9]=1.[NH2:22][CH:23]1[CH2:28][CH2:27][CH2:26][N:25]([C:29]([O:31][C:32]([CH3:35])([CH3:34])[CH3:33])=[O:30])[CH2:24]1.